Dataset: Forward reaction prediction with 1.9M reactions from USPTO patents (1976-2016). Task: Predict the product of the given reaction. Given the reactants CCC(C)[BH-](C(C)CC)C(C)CC.[Li+].[O:15]=[C:16]1[CH:23]2[CH2:24][C:19]3([C:26]([NH:28][C@H:29]4[CH2:34][CH2:33][CH2:32][N:31]([C:35]([O:37][C:38]([CH3:41])([CH3:40])[CH3:39])=[O:36])[CH2:30]4)=[O:27])[CH2:20][CH:21]([CH2:25][CH:17]1[CH2:18]3)[CH2:22]2, predict the reaction product. The product is: [OH:15][CH:16]1[CH:23]2[CH2:24][C:19]3([C:26]([NH:28][C@H:29]4[CH2:34][CH2:33][CH2:32][N:31]([C:35]([O:37][C:38]([CH3:41])([CH3:40])[CH3:39])=[O:36])[CH2:30]4)=[O:27])[CH2:20][CH:21]([CH2:25][CH:17]1[CH2:18]3)[CH2:22]2.